Dataset: HIV replication inhibition screening data with 41,000+ compounds from the AIDS Antiviral Screen. Task: Binary Classification. Given a drug SMILES string, predict its activity (active/inactive) in a high-throughput screening assay against a specified biological target. (1) The molecule is CCCC(=O)n1[nH]c(=O)n(-c2ccc(Cl)cc2)c1=O. The result is 0 (inactive). (2) The drug is CNC1=C(C)C(=O)C(C)=C(C(C)(C)CC(=O)n2cc(F)c(=O)[nH]c2=O)C1=O. The result is 0 (inactive).